Dataset: Forward reaction prediction with 1.9M reactions from USPTO patents (1976-2016). Task: Predict the product of the given reaction. (1) Given the reactants [H-].[Na+].C[C:4]1[CH:8]=[C:7](C)[NH:6][N:5]=1.CN(C)C=O.[CH2:15]([N:22]1[C:30]2[C:25](=[N:26][C:27](Cl)=[N:28][C:29]=2[NH:31][CH:32]2[CH2:37][CH2:36][CH2:35][CH2:34][CH2:33]2)[N:24]=[CH:23]1)[C:16]1[CH:21]=[CH:20][CH:19]=[CH:18][CH:17]=1, predict the reaction product. The product is: [CH2:15]([N:22]1[C:30]2[C:25](=[N:26][C:27]([N:5]3[CH:4]=[CH:8][CH:7]=[N:6]3)=[N:28][C:29]=2[NH:31][CH:32]2[CH2:33][CH2:34][CH2:35][CH2:36][CH2:37]2)[N:24]=[CH:23]1)[C:16]1[CH:17]=[CH:18][CH:19]=[CH:20][CH:21]=1. (2) Given the reactants [CH2:1]([C:8]1[CH:9]=[N:10][C:11]2[C:16]([C:17]=1[C:18]1[CH:19]=[C:20]([NH:24][CH2:25][C:26]3[CH:34]=[CH:33][C:29]([C:30](O)=[O:31])=[CH:28][CH:27]=3)[CH:21]=[CH:22][CH:23]=1)=[CH:15][CH:14]=[CH:13][C:12]=2[C:35]([F:38])([F:37])[F:36])[C:2]1[CH:7]=[CH:6][CH:5]=[CH:4][CH:3]=1.[CH3:39][O:40][C:41](=[O:44])[CH2:42][NH2:43].CCN=C=NCCCN(C)C.C1C=CC2N(O)N=NC=2C=1, predict the reaction product. The product is: [CH2:1]([C:8]1[CH:9]=[N:10][C:11]2[C:16]([C:17]=1[C:18]1[CH:19]=[C:20]([NH:24][CH2:25][C:26]3[CH:27]=[CH:28][C:29]([C:30]([NH:43][CH2:42][C:41]([O:40][CH3:39])=[O:44])=[O:31])=[CH:33][CH:34]=3)[CH:21]=[CH:22][CH:23]=1)=[CH:15][CH:14]=[CH:13][C:12]=2[C:35]([F:38])([F:36])[F:37])[C:2]1[CH:3]=[CH:4][CH:5]=[CH:6][CH:7]=1. (3) Given the reactants Cl[C:2]1[CH:3]=[CH:4][C:5]2[O:14][CH2:13][CH2:12][C:11]3[CH:10]=[C:9]([C:15]4[N:16]([C:20]5[CH:25]=[CH:24][C:23]([F:26])=[CH:22][C:21]=5[F:27])[N:17]=[CH:18][N:19]=4)[S:8][C:7]=3[C:6]=2[N:28]=1.Cl.[CH:30]1(NC)[CH2:34][CH2:33][CH2:32][CH2:31]1.[CH2:37]([N:41]1CCN2CCN(CCCC)P1N(CCCC)CC2)CCC.CC(C)([O-])C, predict the reaction product. The product is: [CH:30]1([CH2:37][NH:41][C:2]2[CH:3]=[CH:4][C:5]3[O:14][CH2:13][CH2:12][C:11]4[CH:10]=[C:9]([C:15]5[N:16]([C:20]6[CH:25]=[CH:24][C:23]([F:26])=[CH:22][C:21]=6[F:27])[N:17]=[CH:18][N:19]=5)[S:8][C:7]=4[C:6]=3[N:28]=2)[CH2:31][CH2:32][CH2:33][CH2:34]1. (4) Given the reactants Cl[C:2]1[N:7]=[CH:6][C:5]2[CH:8]=[N:9][N:10]([C:11]3[N:16]=[C:15]([N:17]4[CH2:23][CH2:22][CH2:21][N:20]([C:24]([O:26][C:27]([CH3:30])([CH3:29])[CH3:28])=[O:25])[CH2:19][CH2:18]4)[CH:14]=[N:13][CH:12]=3)[C:4]=2[CH:3]=1.[CH2:31]([N:33]1[CH:37]=[C:36](B2OC(C)(C)C(C)(C)O2)[CH:35]=[N:34]1)[CH3:32].C([O-])(=O)C.[K+].C(=O)([O-])[O-].[Na+].[Na+], predict the reaction product. The product is: [CH2:31]([N:33]1[CH:37]=[C:36]([C:2]2[N:7]=[CH:6][C:5]3[CH:8]=[N:9][N:10]([C:11]4[N:16]=[C:15]([N:17]5[CH2:23][CH2:22][CH2:21][N:20]([C:24]([O:26][C:27]([CH3:30])([CH3:29])[CH3:28])=[O:25])[CH2:19][CH2:18]5)[CH:14]=[N:13][CH:12]=4)[C:4]=3[CH:3]=2)[CH:35]=[N:34]1)[CH3:32]. (5) Given the reactants [Br:1][C:2]1[CH:3]=[C:4]([CH:6]=[CH:7][CH:8]=1)[NH2:5].OS(O)(=O)=O.[CH3:14][C:15](OCC1C2C(=CC=CC=2)C(COC(C)=O)=C2C=1C=CC=C2)=[O:16], predict the reaction product. The product is: [Br:1][C:2]1[CH:3]=[C:4]([NH:5][C:15](=[O:16])[CH3:14])[CH:6]=[CH:7][CH:8]=1. (6) Given the reactants ClC(Cl)(O[C:5](=[O:11])OC(Cl)(Cl)Cl)Cl.[N:13]1([C:19]2[C:20]3[N:34]=[N:33][N:32]([CH2:35][C:36]([F:39])([F:38])[F:37])[C:21]=3[N:22]=[C:23]([C:25]3[CH:31]=[CH:30][C:28]([NH2:29])=[CH:27][CH:26]=3)[N:24]=2)[CH2:18][CH2:17][O:16][CH2:15][CH2:14]1.[NH2:40][C:41]1[CH:42]=[N:43][CH:44]=[CH:45][CH:46]=1.CCN(CC)CC, predict the reaction product. The product is: [N:13]1([C:19]2[C:20]3[N:34]=[N:33][N:32]([CH2:35][C:36]([F:38])([F:39])[F:37])[C:21]=3[N:22]=[C:23]([C:25]3[CH:31]=[CH:30][C:28]([NH:29][C:5]([NH:40][C:41]4[CH:42]=[N:43][CH:44]=[CH:45][CH:46]=4)=[O:11])=[CH:27][CH:26]=3)[N:24]=2)[CH2:14][CH2:15][O:16][CH2:17][CH2:18]1. (7) The product is: [CH3:20][N:19]([CH3:21])[C:17]1[C:16]2[C:11](=[CH:12][CH:13]=[CH:14][CH:15]=2)[N:10]=[C:9]([NH:8][C@H:4]2[CH2:5][CH2:6][CH2:7][C@H:2]([NH:1][CH2:28][C:27]3[CH:26]=[N:25][C:24]([C:23]([F:33])([F:22])[F:32])=[CH:31][CH:30]=3)[CH2:3]2)[N:18]=1. Given the reactants [NH2:1][C@H:2]1[CH2:7][CH2:6][CH2:5][C@H:4]([NH:8][C:9]2[N:18]=[C:17]([N:19]([CH3:21])[CH3:20])[C:16]3[C:11](=[CH:12][CH:13]=[CH:14][CH:15]=3)[N:10]=2)[CH2:3]1.[F:22][C:23]([F:33])([F:32])[C:24]1[CH:31]=[CH:30][C:27]([CH:28]=O)=[CH:26][N:25]=1.[BH4-].[Na+].Cl.[OH-].[Na+], predict the reaction product.